From a dataset of Full USPTO retrosynthesis dataset with 1.9M reactions from patents (1976-2016). Predict the reactants needed to synthesize the given product. Given the product [ClH:1].[ClH:1].[ClH:1].[C:47]([C:49]1[CH:50]=[CH:51][C:52]([N:55]2[CH2:56][CH2:57][N:58]([C@@H:61]3[CH2:65][NH:64][C@H:63]([C:66]([N:68]4[CH2:72][CH2:71][S:70][CH2:69]4)=[O:67])[CH2:62]3)[CH2:59][CH2:60]2)=[N:53][CH:54]=1)([OH:48])=[O:46], predict the reactants needed to synthesize it. The reactants are: [ClH:1].Cl.Cl.Cl.C(OC(S1C[C@H](C([C@@H]2CCCN2N2CCN(C3C=CC(C(OCC)=O)=CN=3)CC2)=O)NC1)=O)(C)(C)C.Cl.Cl.Cl.C([O:46][C:47]([C:49]1[CH:50]=[CH:51][C:52]([N:55]2[CH2:60][CH2:59][N:58]([C@@H:61]3[CH2:65][NH:64][C@H:63]([C:66]([N:68]4[CH2:72][CH2:71][S:70][CH2:69]4)=[O:67])[CH2:62]3)[CH2:57][CH2:56]2)=[N:53][CH:54]=1)=[O:48])C.